From a dataset of Full USPTO retrosynthesis dataset with 1.9M reactions from patents (1976-2016). Predict the reactants needed to synthesize the given product. (1) Given the product [S:38]1[CH:39]=[CH:40][C:41]2[C:33]([NH:32][C:30]3[N:31]=[C:26]([NH:14][C@@H:13]4[CH2:12][CH2:11][O:10][CH2:9][C@@H:8]4[NH:7][C:6]([O:5][C:1]([CH3:4])([CH3:2])[CH3:3])=[O:15])[N:27]=[N:28][C:29]=3[C:42]([O:44][CH2:45][CH3:46])=[O:43])=[CH:34][CH:35]=[CH:36][C:37]1=2, predict the reactants needed to synthesize it. The reactants are: [C:1]([O:5][C:6](=[O:15])[NH:7][C@@H:8]1[C@H:13]([NH2:14])[CH2:12][CH2:11][O:10][CH2:9]1)([CH3:4])([CH3:3])[CH3:2].C(N(C(C)C)CC)(C)C.Cl[C:26]1[N:27]=[N:28][C:29]([C:42]([O:44][CH2:45][CH3:46])=[O:43])=[C:30]([NH:32][C:33]2[C:41]3[CH:40]=[CH:39][S:38][C:37]=3[CH:36]=[CH:35][CH:34]=2)[N:31]=1. (2) Given the product [NH2:25][C:22]1[N:21]=[CH:20][C:19]([CH2:18][CH:10]([CH:9]([SH:33])[CH2:8][CH2:7][C:3]2[CH:2]=[C:1]([C:43]3[CH:44]=[CH:45][CH:46]=[CH:47][CH:48]=3)[CH:6]=[CH:5][CH:4]=2)[C:11]([OH:13])=[O:12])=[CH:24][CH:23]=1, predict the reactants needed to synthesize it. The reactants are: [C:1]1([C:43]2[CH:48]=[CH:47][CH:46]=[CH:45][CH:44]=2)[CH:6]=[CH:5][CH:4]=[C:3]([CH2:7][CH2:8][CH:9]([S:33]CC2C=CC(OC)=CC=2)[CH:10]([CH2:18][C:19]2[CH:20]=[N:21][C:22]([NH:25]C(OC(C)(C)C)=O)=[CH:23][CH:24]=2)[C:11]([O:13]C(C)(C)C)=[O:12])[CH:2]=1. (3) Given the product [CH:1]1([NH:4][C:5]2[C:10]([C:11]([NH2:13])=[O:12])=[CH:9][N:8]=[C:7]([NH:14][C:15]3[CH:20]=[CH:19][C:18]([CH:21]4[CH2:26][CH2:25][N:24]([CH:27]=[O:28])[CH2:23][CH2:22]4)=[CH:17][CH:16]=3)[N:6]=2)[CH2:3][CH2:2]1, predict the reactants needed to synthesize it. The reactants are: [CH:1]1([NH:4][C:5]2[C:10]([C:11]([NH2:13])=[O:12])=[CH:9][N:8]=[C:7]([NH:14][C:15]3[CH:20]=[CH:19][C:18]([CH:21]4[CH2:26][CH2:25][NH:24][CH2:23][CH2:22]4)=[CH:17][CH:16]=3)[N:6]=2)[CH2:3][CH2:2]1.[C:27](O)(C(F)(F)F)=[O:28]. (4) Given the product [CH2:1]([O:8][C:9]([NH:11][C@H:12]([C:22]([O:24][CH2:30][CH2:29][Si:26]([CH3:28])([CH3:27])[CH3:25])=[O:23])[CH2:13][NH:14][C:15]([O:17][C:18]([CH3:20])([CH3:19])[CH3:21])=[O:16])=[O:10])[C:2]1[CH:3]=[CH:4][CH:5]=[CH:6][CH:7]=1, predict the reactants needed to synthesize it. The reactants are: [CH2:1]([O:8][C:9]([NH:11][C@H:12]([C:22]([OH:24])=[O:23])[CH2:13][NH:14][C:15]([O:17][C:18]([CH3:21])([CH3:20])[CH3:19])=[O:16])=[O:10])[C:2]1[CH:7]=[CH:6][CH:5]=[CH:4][CH:3]=1.[CH3:25][Si:26]([CH:29](O)[CH3:30])([CH3:28])[CH3:27].C1CCC(N=C=NC2CCCCC2)CC1. (5) Given the product [OH:39][C:37]1[C:32]2[C:31](=[CH:30][CH:29]=[C:28]([O:27][CH3:26])[N:33]=2)[N:34]=[CH:35][C:36]=1[C:42](=[O:46])[CH:43]([CH3:44])[CH3:45], predict the reactants needed to synthesize it. The reactants are: C1C=CC(C2C=CC=CC=2)=CC=1.C1C=CC(OC2C=CC=CC=2)=CC=1.[CH3:26][O:27][C:28]1[N:33]=[CH:32][C:31]([NH:34][CH:35]=[C:36]([C:42](=[O:46])[CH:43]([CH3:45])[CH3:44])[C:37]([O:39]CC)=O)=[CH:30][CH:29]=1.